Dataset: Reaction yield outcomes from USPTO patents with 853,638 reactions. Task: Predict the reaction yield, written as a fraction of the theoretical maximum amount of product (1.0 means a 100% yield; for example, 0.34 means a 34% yield). (1) The reactants are [Br:1][C:2]1[CH:3]=[C:4]2[C:9](=[CH:10][CH:11]=1)[N:8]=[C:7]([O:12][CH3:13])[C:6]1[C:14]([CH3:22])([OH:21])[C:15]3[C:20]([C:5]2=1)=[CH:19][CH:18]=[CH:17][CH:16]=3.[H-].[Na+].[H][H].[CH2:27]([CH:29]1[O:31][CH2:30]1)Cl. The catalyst is CN(C)C=O. The product is [Br:1][C:2]1[CH:3]=[C:4]2[C:9](=[CH:10][CH:11]=1)[N:8]=[C:7]([O:12][CH3:13])[C:6]1[C:14]([CH3:22])([O:21][CH2:27][CH:29]3[CH2:30][O:31]3)[C:15]3[C:20]([C:5]2=1)=[CH:19][CH:18]=[CH:17][CH:16]=3. The yield is 0.695. (2) The yield is 0.598. The reactants are [C:1]1([CH3:11])[CH:6]=[CH:5][CH:4]=[C:3]([CH2:7][C:8]([OH:10])=[O:9])[CH:2]=1.[Br:12]N1C(=O)CCC1=O. The product is [Br:12][CH2:11][C:1]1[CH:2]=[C:3]([CH2:7][C:8]([OH:10])=[O:9])[CH:4]=[CH:5][CH:6]=1. The catalyst is C(Cl)(Cl)(Cl)Cl. (3) The reactants are [Br:1][C:2]1[CH:19]=[CH:18][C:5]2[O:6][CH2:7][CH:8]([C:12]3[CH:17]=[CH:16][CH:15]=[CH:14][CH:13]=3)[CH2:9][C:10](=O)[C:4]=2[CH:3]=1.[C:20](=[N:26][Si](C)(C)C)=[N:21][Si](C)(C)C. The catalyst is C(Cl)Cl.Cl[Ti](Cl)(Cl)Cl. The product is [Br:1][C:2]1[CH:19]=[CH:18][C:5]2[O:6][CH2:7][CH:8]([C:12]3[CH:17]=[CH:16][CH:15]=[CH:14][CH:13]=3)[CH2:9][C:10](=[N:26][C:20]#[N:21])[C:4]=2[CH:3]=1. The yield is 0.940. (4) The reactants are Br[C:2]1[CH:7]=[CH:6][CH:5]=[CH:4][C:3]=1[Cl:8].[Li]CCCC.[O:14]=[C:15]1[N:20]([C:21]([O:23][C:24]([CH3:27])([CH3:26])[CH3:25])=[O:22])[CH2:19][CH2:18][N:17]2[C:28](=[O:31])[CH2:29][CH2:30][C@@H:16]12. The catalyst is C1(C)C=CC=CC=1. The product is [Cl:8][C:3]1[CH:4]=[CH:5][CH:6]=[CH:7][C:2]=1[C:15]([C@@H:16]1[CH2:30][CH2:29][C:28](=[O:31])[N:17]1[CH2:18][CH2:19][NH:20][C:21](=[O:22])[O:23][C:24]([CH3:26])([CH3:25])[CH3:27])=[O:14]. The yield is 0.230. (5) The reactants are [H-].[Na+].[CH3:3][O:4][C:5]([CH2:7]P(OC)(OC)=O)=[O:6].[C:14]([O:18][C:19]([N:21]1[CH2:26][CH2:25][C:24](=O)[CH2:23][CH2:22]1)=[O:20])([CH3:17])([CH3:16])[CH3:15]. The catalyst is CN(C)C=O.C(OCC)C. The product is [CH3:3][O:4][C:5](=[O:6])[CH:7]=[C:24]1[CH2:25][CH2:26][N:21]([C:19]([O:18][C:14]([CH3:17])([CH3:16])[CH3:15])=[O:20])[CH2:22][CH2:23]1. The yield is 0.920. (6) The reactants are [CH3:1][Mg+].[Br-].[Br:4][C:5]1[CH:6]=[N:7][CH:8]=[CH:9][C:10]=1[C:11](N(C)OC)=[O:12]. The catalyst is C1COCC1. The product is [Br:4][C:5]1[CH:6]=[N:7][CH:8]=[CH:9][C:10]=1[C:11](=[O:12])[CH3:1]. The yield is 0.650. (7) The reactants are [CH3:1][N:2]=[C:3]=[O:4].[NH2:5][C:6]1[N:11]=[CH:10][C:9](/[CH:12]=[CH:13]/[C:14]([N:16]([CH3:28])[CH2:17][C:18]2[N:19]([CH3:27])[C:20]3[C:25]([CH:26]=2)=[CH:24][CH:23]=[CH:22][CH:21]=3)=[O:15])=[CH:8][CH:7]=1.C(N(CC)CC)C. The catalyst is CN(C=O)C. The product is [CH3:28][N:16]([CH2:17][C:18]1[N:19]([CH3:27])[C:20]2[C:25]([CH:26]=1)=[CH:24][CH:23]=[CH:22][CH:21]=2)[C:14](=[O:15])/[CH:13]=[CH:12]/[C:9]1[CH:10]=[N:11][C:6]([NH:5][C:3]([NH:2][CH3:1])=[O:4])=[CH:7][CH:8]=1. The yield is 0.430. (8) The reactants are [CH3:1][O:2][C:3]1[CH:4]=[C:5]([NH:11][C:12]([NH2:14])=[S:13])[CH:6]=[C:7]([O:9][CH3:10])[CH:8]=1.[CH3:15][I:16]. The yield is 0.920. The catalyst is CO. The product is [IH:16].[CH3:1][O:2][C:3]1[CH:4]=[C:5]([NH:11][C:12](=[NH:14])[S:13][CH3:15])[CH:6]=[C:7]([O:9][CH3:10])[CH:8]=1. (9) The reactants are [K+].[CH3:2][S:3]([N:6]1[CH2:11][CH2:10][N:9]([C:12]2[CH:17]=[CH:16][C:15]([C:18](=[O:32])/[CH:19]=[CH:20]/[C:21]3[CH:26]=[CH:25][C:24](/[CH:27]=[CH:28]/[C:29]([O-:31])=O)=[CH:23][CH:22]=3)=[CH:14][CH:13]=2)[CH2:8][CH2:7]1)(=[O:5])=[O:4].C1C=CC2[N:41]([OH:42])N=NC=2C=1.C(Cl)C[Cl:45].NOC1CCCCO1. The catalyst is C1COCC1.CN(C=O)C. The product is [ClH:45].[OH:42][NH:41][C:29](=[O:31])/[CH:28]=[CH:27]/[C:24]1[CH:25]=[CH:26][C:21](/[CH:20]=[CH:19]/[C:18]([C:15]2[CH:14]=[CH:13][C:12]([N:9]3[CH2:10][CH2:11][N:6]([S:3]([CH3:2])(=[O:4])=[O:5])[CH2:7][CH2:8]3)=[CH:17][CH:16]=2)=[O:32])=[CH:22][CH:23]=1. The yield is 0.110.